From a dataset of Reaction yield outcomes from USPTO patents with 853,638 reactions. Predict the reaction yield, written as a fraction of the theoretical maximum amount of product (1.0 means a 100% yield; for example, 0.34 means a 34% yield). (1) The reactants are [CH3:1][O:2][C:3](=[O:15])[C:4]1[CH:9]=[CH:8][C:7]([CH2:10][O:11][CH2:12][CH2:13][OH:14])=[CH:6][CH:5]=1.N1C=CN=C1.[CH3:21][C:22]([Si:25](Cl)([CH3:27])[CH3:26])([CH3:24])[CH3:23]. The catalyst is CN(C=O)C. The product is [CH3:1][O:2][C:3](=[O:15])[C:4]1[CH:5]=[CH:6][C:7]([CH2:10][O:11][CH2:12][CH2:13][O:14][Si:25]([C:22]([CH3:24])([CH3:23])[CH3:21])([CH3:27])[CH3:26])=[CH:8][CH:9]=1. The yield is 0.840. (2) The reactants are Br[C:2]1[CH:3]=[C:4]([NH:10][C:11]2[CH:15]=[C:14]([CH3:16])[N:13]([CH:17]3[CH2:20][O:19][CH2:18]3)[N:12]=2)[C:5](=[O:9])[N:6]([CH3:8])[CH:7]=1.[C:21]([O:24][CH2:25][C:26]1[C:27]([N:41]2[CH2:52][CH2:51][N:50]3[C:43](=[CH:44][C:45]4[CH2:46][C:47]([CH3:54])([CH3:53])[CH2:48][C:49]=43)[C:42]2=[O:55])=[N:28][CH:29]=[CH:30][C:31]=1B1OC(C)(C)C(C)(C)O1)(=[O:23])[CH3:22].CC(O[Na])=O.[O-]P([O-])([O-])=O.[K+].[K+].[K+]. The catalyst is C1C=CC(P(C2C=CC=CC=2)[C-]2C=CC=C2)=CC=1.C1C=CC(P(C2C=CC=CC=2)[C-]2C=CC=C2)=CC=1.Cl[Pd]Cl.[Fe+2].O.C(#N)C. The product is [C:21]([O:24][CH2:25][C:26]1[C:27]([N:41]2[CH2:52][CH2:51][N:50]3[C:43](=[CH:44][C:45]4[CH2:46][C:47]([CH3:54])([CH3:53])[CH2:48][C:49]=43)[C:42]2=[O:55])=[N:28][CH:29]=[CH:30][C:31]=1[C:2]1[CH:3]=[C:4]([NH:10][C:11]2[CH:15]=[C:14]([CH3:16])[N:13]([CH:17]3[CH2:20][O:19][CH2:18]3)[N:12]=2)[C:5](=[O:9])[N:6]([CH3:8])[CH:7]=1)(=[O:23])[CH3:22]. The yield is 0.560. (3) The reactants are [Br:1][C:2]1[C:14]([F:15])=[CH:13][C:5]2[S:6][C:7]([C:9]([O:11]C)=[O:10])=[CH:8][C:4]=2[CH:3]=1.[Li+].[OH-].O. The catalyst is C1COCC1. The product is [Br:1][C:2]1[C:14]([F:15])=[CH:13][C:5]2[S:6][C:7]([C:9]([OH:11])=[O:10])=[CH:8][C:4]=2[CH:3]=1. The yield is 0.850. (4) The reactants are [NH2:1][C:2]1[C:10]2[C:9]([CH3:11])=[N:8][C:7]([C:12]3[CH:17]=[CH:16][C:15]([O:18][CH:19]([CH3:21])[CH3:20])=[CH:14][CH:13]=3)=[N:6][C:5]=2[S:4][C:3]=1[C:22]([NH2:24])=[O:23].[O:25]=[C:26](Cl)OC(Cl)(Cl)Cl.O. The catalyst is O1CCOCC1. The product is [CH3:11][C:9]1[C:10]2[C:2]3[NH:1][C:26](=[O:25])[NH:24][C:22](=[O:23])[C:3]=3[S:4][C:5]=2[N:6]=[C:7]([C:12]2[CH:13]=[CH:14][C:15]([O:18][CH:19]([CH3:21])[CH3:20])=[CH:16][CH:17]=2)[N:8]=1. The yield is 0.680. (5) The reactants are [F:1][C:2]([F:18])([F:17])[CH:3]([C:5]1[CH:10]=[CH:9][CH:8]=[CH:7][C:6]=1[C:11]1[CH:16]=[CH:15][N:14]=[CH:13][CH:12]=1)[OH:4].[Cl:19][C:20]1[CH:25]=[C:24](Cl)[N:23]=[CH:22][N:21]=1.C(=O)([O-])[O-].[Cs+].[Cs+].O1CCOCC1. The catalyst is C(OCC)(=O)C. The product is [Cl:19][C:20]1[CH:25]=[C:24]([O:4][CH:3]([C:5]2[CH:10]=[CH:9][CH:8]=[CH:7][C:6]=2[C:11]2[CH:16]=[CH:15][N:14]=[CH:13][CH:12]=2)[C:2]([F:1])([F:17])[F:18])[N:23]=[CH:22][N:21]=1. The yield is 0.760. (6) The reactants are C([C:3]1[C:4]([C:14]2[CH:15]=[C:16]([NH:20][C:21](=[O:26])[CH:22]=[C:23]([CH3:25])[CH3:24])[CH:17]=[CH:18][CH:19]=2)=[N:5][N:6]([CH:8]2[CH2:13][CH2:12][CH2:11][CH2:10][O:9]2)[CH:7]=1)=O.[CH3:27][N:28]([CH2:36][CH2:37][NH:38][CH3:39])[C:29](=[O:35])[O:30][C:31]([CH3:34])([CH3:33])[CH3:32].[BH3-][C:41]#N.[Na+].O. The catalyst is CO.[Cl-].[Cl-].[Zn+2]. The yield is 0.470. The product is [CH3:27][N:28]([CH2:36][CH2:37][N:38]([CH3:41])[CH2:39][C:3]1[C:4]([C:14]2[CH:19]=[CH:18][CH:17]=[C:16]([NH:20][C:21](=[O:26])[CH:22]=[C:23]([CH3:25])[CH3:24])[CH:15]=2)=[N:5][N:6]([CH:8]2[CH2:13][CH2:12][CH2:11][CH2:10][O:9]2)[CH:7]=1)[C:29](=[O:35])[O:30][C:31]([CH3:34])([CH3:33])[CH3:32].